Dataset: Reaction yield outcomes from USPTO patents with 853,638 reactions. Task: Predict the reaction yield, written as a fraction of the theoretical maximum amount of product (1.0 means a 100% yield; for example, 0.34 means a 34% yield). (1) The reactants are [C:1]([O-:4])(=[O:3])C.[O:5]=[C:6]1[C@@H:9]([NH3+:10])[CH2:8][NH:7]1.[CH3:11]CN(C(C)C)C(C)C.[C:20]12([C:30]3[CH:35]=[CH:34][C:33](C4C=CN(C([O-])=O)C(=O)C=4C)=[CH:32][CH:31]=3)[CH2:29][CH:24]3[CH2:25][CH:26]([CH2:28][CH:22]([CH2:23]3)[CH2:21]1)[CH2:27]2. The catalyst is C(Cl)Cl. The product is [C:20]12([C:30]3[CH:31]=[CH:32][C:33]([O:4][C:1](=[O:3])[N:10]([CH3:11])[C@H:9]4[CH2:8][NH:7][C:6]4=[O:5])=[CH:34][CH:35]=3)[CH2:21][CH:22]3[CH2:23][CH:24]([CH2:25][CH:26]([CH2:28]3)[CH2:27]1)[CH2:29]2. The yield is 0.430. (2) The reactants are Cl[C:2]1[C:7]([F:8])=[C:6]([C:9]2[CH:10]=[C:11]([CH:13]=[CH:14][C:15]=2[CH3:16])[NH2:12])[CH:5]=[C:4]([N:17]2[CH2:22][CH2:21][O:20][CH2:19][CH2:18]2)[N:3]=1.[NH2:23][CH2:24][CH2:25][OH:26].CCN(C(C)C)C(C)C. The catalyst is CN1C(=O)CCC1.C(OCC)(=O)C. The product is [NH2:12][C:11]1[CH:13]=[CH:14][C:15]([CH3:16])=[C:9]([C:6]2[CH:5]=[C:4]([N:17]3[CH2:22][CH2:21][O:20][CH2:19][CH2:18]3)[N:3]=[C:2]([NH:23][CH2:24][CH2:25][OH:26])[C:7]=2[F:8])[CH:10]=1. The yield is 0.430.